The task is: Predict the reactants needed to synthesize the given product.. This data is from Full USPTO retrosynthesis dataset with 1.9M reactions from patents (1976-2016). (1) The reactants are: [NH2:1][C@H:2]1[CH2:6][CH2:5][N:4]([C:7]2[CH:8]=[C:9]3[C:14](=[CH:15][CH:16]=2)[CH:13]([CH3:17])[N:12]([C:18]([O:20][C:21]([CH3:24])([CH3:23])[CH3:22])=[O:19])[CH2:11][CH2:10]3)[C:3]1=[O:25].[Cl:26][C:27]1[S:31][C:30](/[CH:32]=[CH:33]/[S:34](Cl)(=[O:36])=[O:35])=[CH:29][CH:28]=1. Given the product [Cl:26][C:27]1[S:31][C:30](/[CH:32]=[CH:33]/[S:34]([NH:1][C@H:2]2[CH2:6][CH2:5][N:4]([C:7]3[CH:8]=[C:9]4[C:14](=[CH:15][CH:16]=3)[CH:13]([CH3:17])[N:12]([C:18]([O:20][C:21]([CH3:24])([CH3:23])[CH3:22])=[O:19])[CH2:11][CH2:10]4)[C:3]2=[O:25])(=[O:36])=[O:35])=[CH:29][CH:28]=1, predict the reactants needed to synthesize it. (2) Given the product [Cl:1][C:2]1[CH:10]=[CH:9][CH:8]=[C:7]2[C:3]=1[CH:4]=[C:5]([CH:11]1[CH2:13][CH2:12]1)[CH:6]2[Si:23]([CH:15]1[C:6]2[C:18](=[C:2]([Cl:1])[CH:3]=[CH:4][CH:5]=2)[CH:17]=[C:16]1[CH:11]1[CH2:13][CH2:12]1)([CH3:25])[CH3:24], predict the reactants needed to synthesize it. The reactants are: [Cl:1][C:2]1[CH:10]=[CH:9][CH:8]=[C:7]2[C:3]=1[CH:4]=[C:5]([CH:11]1[CH2:13][CH2:12]1)[CH2:6]2.[Li][CH2:15][CH2:16][CH2:17][CH3:18].C([Cu])#N.Cl[Si:23](Cl)([CH3:25])[CH3:24]. (3) Given the product [F:10][C:8]1[C:7]([N+:11]([O-:13])=[O:12])=[CH:6][C:5]([OH:14])=[C:4]([CH:9]=1)[CH:3]=[O:2], predict the reactants needed to synthesize it. The reactants are: C[O:2][CH:3](OC)[C:4]1[CH:9]=[C:8]([F:10])[C:7]([N+:11]([O-:13])=[O:12])=[CH:6][C:5]=1[O:14]S(C)(=O)=O.CS(C)=O.[OH-].[K+].Cl. (4) Given the product [CH:49]1([O:48][C:46]2[CH:45]=[C:44]([CH3:54])[N:43]=[C:42]([NH:40][C:30]3[CH:31]=[CH:32][C:33]([N:34]4[CH:38]=[C:37]([CH3:39])[N:36]=[CH:35]4)=[C:28]([O:27][CH3:26])[CH:29]=3)[N:47]=2)[CH2:50][CH2:51][CH2:52][CH2:53]1, predict the reactants needed to synthesize it. The reactants are: C1(P(C2CCCCC2)C2C=CC=CC=2C2C=CC=CC=2)CCCCC1.[CH3:26][O:27][C:28]1[CH:29]=[C:30]([NH2:40])[CH:31]=[CH:32][C:33]=1[N:34]1[CH:38]=[C:37]([CH3:39])[N:36]=[CH:35]1.Cl[C:42]1[N:47]=[C:46]([O:48][CH:49]2[CH2:53][CH2:52][CH2:51][CH2:50]2)[CH:45]=[C:44]([CH3:54])[N:43]=1.ClC1C=C(C)N=C(OC2CCCC2)N=1. (5) The reactants are: C[O-].[Na+].[C:4]([C@H:6]1[CH2:10][CH2:9][CH2:8][N:7]1[C:11]([O:13][CH2:14][C:15]1[CH:20]=[CH:19][CH:18]=[CH:17][CH:16]=1)=[O:12])#[N:5].[Cl-].[NH4+:22].[CH3:23][C:24]1([CH3:35])[CH2:29][CH:28]([C:30](OC)=[O:31])[C:27](=O)[CH2:26][CH2:25]1. Given the product [OH:31][C:30]1[C:28]2[CH2:29][C:24]([CH3:35])([CH3:23])[CH2:25][CH2:26][C:27]=2[N:22]=[C:4]([C@H:6]2[CH2:10][CH2:9][CH2:8][N:7]2[C:11]([O:13][CH2:14][C:15]2[CH:20]=[CH:19][CH:18]=[CH:17][CH:16]=2)=[O:12])[N:5]=1, predict the reactants needed to synthesize it. (6) Given the product [N+:11]([C:4]1[C:3]([O:14][CH2:15][C:16](=[O:18])[CH3:17])=[N:2][CH:7]=[C:6]([N+:8]([O-:10])=[O:9])[CH:5]=1)([O-:13])=[O:12], predict the reactants needed to synthesize it. The reactants are: Cl[N:2]1[CH:7]=[C:6]([N+:8]([O-:10])=[O:9])[CH:5]=[C:4]([N+:11]([O-:13])=[O:12])[CH2:3]1.[OH:14][CH2:15][C:16](=[O:18])[CH3:17].C(=O)([O-])[O-].[K+].[K+].